Dataset: Reaction yield outcomes from USPTO patents with 853,638 reactions. Task: Predict the reaction yield, written as a fraction of the theoretical maximum amount of product (1.0 means a 100% yield; for example, 0.34 means a 34% yield). (1) The reactants are [C:1]([Si:5]([CH3:8])([CH3:7])Cl)([CH3:4])([CH3:3])[CH3:2].Cl.[O:10]1[CH2:14][CH:13]([OH:15])[CH2:12][NH:11]1. The catalyst is CN(C=O)C. The product is [C:1]([Si:5]([CH3:8])([CH3:7])[O:15][CH:13]1[CH2:14][O:10][NH:11][CH2:12]1)([CH3:4])([CH3:3])[CH3:2]. The yield is 0.960. (2) The yield is 0.640. The catalyst is CN(C=O)C. The reactants are [C@H:1]1([NH:11][C:12]([C@H:14]2[NH:19][CH2:18][CH2:17][N:16]([C:20]([O:22][CH2:23][C:24]3[CH:29]=[CH:28][CH:27]=[CH:26][CH:25]=3)=[O:21])[CH2:15]2)=[O:13])[C:10]2[C:5](=[CH:6][CH:7]=[CH:8][CH:9]=2)[CH2:4][CH2:3][CH2:2]1.[C:30]([NH:37][C@H:38]([C:42](O)=[O:43])[CH:39]([CH3:41])[CH3:40])([O:32][C:33]([CH3:36])([CH3:35])[CH3:34])=[O:31].CCN(C(C)C)C(C)C.CN(C(ON1N=NC2C=CC=CC1=2)=[N+](C)C)C.F[P-](F)(F)(F)(F)F.C1C=CC2N(O)N=NC=2C=1. The product is [C:33]([O:32][C:30]([NH:37][C@@H:38]([CH:39]([CH3:41])[CH3:40])[C:42]([N:19]1[CH2:18][CH2:17][N:16]([C:20]([O:22][CH2:23][C:24]2[CH:25]=[CH:26][CH:27]=[CH:28][CH:29]=2)=[O:21])[CH2:15][C@H:14]1[C:12]([NH:11][C@H:1]1[C:10]2[C:5](=[CH:6][CH:7]=[CH:8][CH:9]=2)[CH2:4][CH2:3][CH2:2]1)=[O:13])=[O:43])=[O:31])([CH3:36])([CH3:35])[CH3:34]. (3) The reactants are CCN(C(C)C)C(C)C.[CH2:10]([O:12][C:13]([C:15]1[C:19]2[CH:20]=[C:21]([C:30]3[CH:31]=[C:32]([CH:36]=[CH:37][CH:38]=3)[C:33]([OH:35])=O)[C:22]([N:24]([CH3:29])[S:25]([CH3:28])(=[O:27])=[O:26])=[CH:23][C:18]=2[O:17][C:16]=1[C:39]1[CH:44]=[CH:43][C:42]([F:45])=[CH:41][CH:40]=1)=[O:14])[CH3:11].[C:46]1([C:52]([NH2:55])([CH3:54])[CH3:53])[CH:51]=[CH:50][CH:49]=[CH:48][CH:47]=1.CN(C(ON1N=NC2C=CC=NC1=2)=[N+](C)C)C.F[P-](F)(F)(F)(F)F. The catalyst is CN(C=O)C.CCOC(C)=O. The product is [F:45][C:42]1[CH:41]=[CH:40][C:39]([C:16]2[O:17][C:18]3[CH:23]=[C:22]([N:24]([CH3:29])[S:25]([CH3:28])(=[O:27])=[O:26])[C:21]([C:30]4[CH:38]=[CH:37][CH:36]=[C:32]([C:33](=[O:35])[NH:55][C:52]([C:46]5[CH:51]=[CH:50][CH:49]=[CH:48][CH:47]=5)([CH3:54])[CH3:53])[CH:31]=4)=[CH:20][C:19]=3[C:15]=2[C:13]([O:12][CH2:10][CH3:11])=[O:14])=[CH:44][CH:43]=1. The yield is 0.810. (4) The reactants are [C:1]([C:5]1[O:9][N:8]=[C:7]([NH2:10])[CH:6]=1)([CH3:4])([CH3:3])[CH3:2].[Br:11]N1C(=O)CCC1=O. The catalyst is C(Cl)(Cl)Cl. The product is [Br:11][C:6]1[C:7]([NH2:10])=[N:8][O:9][C:5]=1[C:1]([CH3:4])([CH3:3])[CH3:2]. The yield is 0.580.